From a dataset of Reaction yield outcomes from USPTO patents with 853,638 reactions. Predict the reaction yield, written as a fraction of the theoretical maximum amount of product (1.0 means a 100% yield; for example, 0.34 means a 34% yield). (1) The reactants are [N+:1]([C:4]1[CH:5]=[C:6]([NH2:10])[CH:7]=[CH:8][CH:9]=1)([O-:3])=[O:2].[N:11]([O-])=O.[Na+].[Cl:15][Sn]Cl.O. The catalyst is O.Cl. The product is [ClH:15].[N+:1]([C:4]1[CH:5]=[C:6]([NH:10][NH2:11])[CH:7]=[CH:8][CH:9]=1)([O-:3])=[O:2]. The yield is -0.730. (2) The reactants are [NH2:1][C:2]1[CH:7]=[C:6]([CH3:8])[C:5]([NH:9][C:10](=[O:12])[CH3:11])=[C:4]([CH3:13])[CH:3]=1.[F:14][C:15]([F:25])([F:24])[C:16]1[CH:23]=[CH:22][C:19]([CH:20]=O)=[CH:18][CH:17]=1.O. The catalyst is C(O)C. The product is [CH3:8][C:6]1[CH:7]=[C:2]([NH:1][CH2:20][C:19]2[CH:18]=[CH:17][C:16]([C:15]([F:14])([F:24])[F:25])=[CH:23][CH:22]=2)[CH:3]=[C:4]([CH3:13])[C:5]=1[NH:9][C:10](=[O:12])[CH3:11]. The yield is 0.300.